Dataset: Retrosynthesis with 50K atom-mapped reactions and 10 reaction types from USPTO. Task: Predict the reactants needed to synthesize the given product. Given the product Cc1c2c(nn1-c1nnc(-c3ccc(OC(C)C)c(C#N)c3)s1)CCN(C(=O)CN)C2, predict the reactants needed to synthesize it. The reactants are: Cc1c2c(nn1-c1nnc(-c3ccc(OC(C)C)c(C#N)c3)s1)CCN(C(=O)CNC(=O)OC(C)(C)C)C2.